This data is from Forward reaction prediction with 1.9M reactions from USPTO patents (1976-2016). The task is: Predict the product of the given reaction. (1) The product is: [Br:25][C:10]1[N:11]([C:35]([O:41][C:42]([CH3:45])([CH3:44])[CH3:43])=[O:36])[C:6]2[C:7](=[N:8][C:3]([O:2][CH3:1])=[CH:4][CH:5]=2)[C:9]=1[CH2:12][C:13]([O:15][CH2:16][CH3:17])=[O:14]. Given the reactants [CH3:1][O:2][C:3]1[N:8]=[C:7]2[C:9]([CH2:12][C:13]([O:15][CH2:16][CH3:17])=[O:14])=[CH:10][NH:11][C:6]2=[CH:5][CH:4]=1.C1C(=O)N([Br:25])C(=O)C1.C(N(CC)C(C)C)(C)C.[C:35](=O)([O:41][C:42]([CH3:45])([CH3:44])[CH3:43])[O:36]C(C)(C)C, predict the reaction product. (2) Given the reactants S(=O)(=O)(O)O.[Cl:6][C:7]1[CH:8]=[C:9]([CH:13]=[C:14]([Cl:16])[CH:15]=1)[C:10]([OH:12])=[O:11].[CH3:17]O, predict the reaction product. The product is: [Cl:6][C:7]1[CH:8]=[C:9]([CH:13]=[C:14]([Cl:16])[CH:15]=1)[C:10]([O:12][CH3:17])=[O:11]. (3) Given the reactants [NH2:1][C@@H:2]([CH3:18])[CH2:3][N:4]1[CH:8]=[CH:7][C:6]([C:9]2[CH:16]=[CH:15][C:12]([C:13]#[N:14])=[C:11]([Cl:17])[CH:10]=2)=[N:5]1.[C:19]([C:23]1[O:27][N:26]=[C:25]([C:28](O)=[O:29])[CH:24]=1)([CH3:22])([CH3:21])[CH3:20], predict the reaction product. The product is: [C:19]([C:23]1[O:27][N:26]=[C:25]([C:28]([NH:1][C@@H:2]([CH3:18])[CH2:3][N:4]2[CH:8]=[CH:7][C:6]([C:9]3[CH:16]=[CH:15][C:12]([C:13]#[N:14])=[C:11]([Cl:17])[CH:10]=3)=[N:5]2)=[O:29])[CH:24]=1)([CH3:22])([CH3:20])[CH3:21]. (4) Given the reactants [F:1][C:2]1[CH:10]=[C:9]2[C:5]([C:6]([C:12]3[N:13]=[C:14]4[C:20]([C:21]([NH:23][C@@H:24]([C:26]5[O:27][CH:28]=[C:29]([CH2:31]OS(C)(=O)=O)[N:30]=5)[CH3:25])=[O:22])=[CH:19][N:18]([CH2:37][O:38][CH2:39][CH2:40][Si:41]([CH3:44])([CH3:43])[CH3:42])[C:15]4=[N:16][CH:17]=3)=[N:7][N:8]2[CH3:11])=[CH:4][CH:3]=1.[C-:45]#[N:46].[Na+], predict the reaction product. The product is: [C:45]([CH2:31][C:29]1[N:30]=[C:26]([C@H:24]([NH:23][C:21]([C:20]2[C:14]3[C:15](=[N:16][CH:17]=[C:12]([C:6]4[C:5]5[C:9](=[CH:10][C:2]([F:1])=[CH:3][CH:4]=5)[N:8]([CH3:11])[N:7]=4)[N:13]=3)[N:18]([CH2:37][O:38][CH2:39][CH2:40][Si:41]([CH3:42])([CH3:44])[CH3:43])[CH:19]=2)=[O:22])[CH3:25])[O:27][CH:28]=1)#[N:46]. (5) Given the reactants [OH-].[K+].O.NN.[CH3:6][O:7][C:8]12[CH2:15][CH2:14][CH:11]([CH2:12][CH2:13]1)[CH2:10][C:9]2=O, predict the reaction product. The product is: [CH3:6][O:7][C:8]12[CH2:15][CH2:14][CH:11]([CH2:12][CH2:13]1)[CH2:10][CH2:9]2.